Task: Predict the product of the given reaction.. Dataset: Forward reaction prediction with 1.9M reactions from USPTO patents (1976-2016) Given the reactants [O:1]=[C:2]([CH2:8][C:9]([O:11][CH3:12])=[O:10])[CH2:3][C:4]([O:6][CH3:7])=[O:5].[N:13]([O-])=[O:14].[Na+], predict the reaction product. The product is: [OH:14][N:13]=[C:8]([C:2](=[O:1])[CH2:3][C:4]([O:6][CH3:7])=[O:5])[C:9]([O:11][CH3:12])=[O:10].